From a dataset of hERG potassium channel inhibition data for cardiac toxicity prediction from Karim et al.. Regression/Classification. Given a drug SMILES string, predict its toxicity properties. Task type varies by dataset: regression for continuous values (e.g., LD50, hERG inhibition percentage) or binary classification for toxic/non-toxic outcomes (e.g., AMES mutagenicity, cardiotoxicity, hepatotoxicity). Dataset: herg_karim. (1) The molecule is CC(N(C)C)C1(c2ccc3ccccc3c2)CCCCC1. The result is 1 (blocker). (2) The compound is [NH3+][C@H]1C[n+]2c([nH]c3ncccc32)C[C@@H]1c1cc(F)c(F)cc1F. The result is 0 (non-blocker). (3) The molecule is CN(C)CCNC(=O)c1ccc(C2(c3ccc(OCc4ccccn4)cc3)CCCO2)cn1. The result is 0 (non-blocker). (4) The molecule is O=C(NC(c1ccc(Cl)cc1)c1ncccn1)[C@@H]1CC[C@@H](N2CCOCC2)C[C@H]1c1ccc(Br)cc1. The result is 1 (blocker). (5) The result is 1 (blocker). The drug is CC1SC(N)=N[C@@]2(c3ccc(F)cc3F)COC(c3cnn(C)c3)C[C@@H]12. (6) The compound is C[C@@]1(c2cc(CNCC3CC3)c(F)cc2F)CCSC(N)=N1. The result is 0 (non-blocker).